Predict the reaction yield, written as a fraction of the theoretical maximum amount of product (1.0 means a 100% yield; for example, 0.34 means a 34% yield). From a dataset of Reaction yield outcomes from USPTO patents with 853,638 reactions. (1) No catalyst specified. The yield is 0.910. The product is [O:18]=[C:16]1[C:12]([C:13]([O:15][CH2:22][CH3:23])=[O:14])=[CH:19][C:20]2[C:2](=[N:3][CH:4]=[CH:5][CH:6]=2)[NH:1]1. The reactants are [NH2:1][C:2]1C(C=O)=[CH:6][CH:5]=[CH:4][N:3]=1.C([C:12]([CH2:19][CH3:20])([C:16]([O-:18])=O)[C:13]([O-:15])=[O:14])C.N1CCC[CH2:23][CH2:22]1. (2) The reactants are [NH2:1][C:2]1[CH:3]=[CH:4][N:5]([CH3:27])[C:6]2[C:7]=1[CH:8]=[CH:9][C:10]1[N:19]([C:20]3[CH:25]=[CH:24][C:23]([F:26])=[CH:22][CH:21]=3)[CH2:18][CH:17]=[C:12]3[NH:13][C:14](=[O:16])[C:15]=2[C:11]=13.C(N(CC)C(C)C)(C)C.CN(C(ON1N=NC2C=CC=NC1=2)=[N+](C)C)C.F[P-](F)(F)(F)(F)F.[CH3:61][N:62]1[CH:66]=[C:65]([CH2:67][C:68](O)=[O:69])[CH:64]=[N:63]1. The catalyst is CN(C)C(=O)C. The product is [F:26][C:23]1[CH:22]=[CH:21][C:20]([N:19]2[C:10]3=[C:11]4[C:15](=[C:6]5[N:5]([CH3:27])[CH:4]=[CH:3][C:2]([NH:1][C:68](=[O:69])[CH2:67][C:65]6[CH:64]=[N:63][N:62]([CH3:61])[CH:66]=6)=[C:7]5[CH:8]=[CH:9]3)[C:14](=[O:16])[NH:13][C:12]4=[CH:17][CH2:18]2)=[CH:25][CH:24]=1. The yield is 0.680. (3) The reactants are [NH2:1][C:2]1[N:7]([CH2:8][CH:9]([CH3:11])[CH3:10])[C:6](=[S:12])[NH:5][C:4](=[O:13])[C:3]=1[NH:14][CH3:15].[CH:16](O)=O. No catalyst specified. The product is [CH2:8]([N:7]1[C:2]2[N:1]=[CH:15][N:14]([CH3:16])[C:3]=2[C:4](=[O:13])[NH:5][C:6]1=[S:12])[CH:9]([CH3:11])[CH3:10]. The yield is 0.740. (4) The reactants are [CH:1]([C:4]1[C:5]([C:14]([C:16]2[CH:17]=[C:18]([CH:23]=[CH:24][C:25]#[N:26])[CH:19]=[C:20]([CH3:22])[CH:21]=2)=[O:15])=[N:6][C:7]([O:12]C)=[N:8][C:9]=1[O:10]C)([CH3:3])[CH3:2]. The catalyst is C1COCC1.C(Cl)(=O)C(Cl)=O. The product is [CH:1]([C:4]1[C:9](=[O:10])[NH:8][C:7](=[O:12])[NH:6][C:5]=1[C:14]([C:16]1[CH:17]=[C:18]([CH:23]=[CH:24][C:25]#[N:26])[CH:19]=[C:20]([CH3:22])[CH:21]=1)=[O:15])([CH3:3])[CH3:2]. The yield is 0.550. (5) The reactants are [NH2:1][C@@H:2]([CH2:33][C:34]1[CH:39]=[CH:38][CH:37]=[CH:36][CH:35]=1)[C@@H:3]([OH:32])[CH2:4][C@@H:5]([NH:19][C:20]([C@@H:22]([NH:27][C:28](=[O:31])[O:29][CH3:30])[C:23]([CH3:26])([CH3:25])[CH3:24])=[O:21])[CH2:6][C:7]1[CH:12]=[CH:11][C:10]([C:13]2[CH:18]=[CH:17][CH:16]=[CH:15][N:14]=2)=[CH:9][CH:8]=1.[CH3:40][C@@H:41]([CH2:60][CH3:61])[C@H:42]([N:46]1[CH2:50][CH2:49][N:48]([CH2:51][C:52]2[C:53]([CH3:58])=[N:54][CH:55]=[CH:56][CH:57]=2)[C:47]1=[O:59])[C:43](O)=[O:44].CCOP(ON1N=NC2C=CC=CC=2C1=O)(OCC)=O.C(N(CC)C(C)C)(C)C. The catalyst is C1COCC1. The product is [OH:32][C@H:3]([C@@H:2]([NH:1][C:43](=[O:44])[C@@H:42]([N:46]1[CH2:50][CH2:49][N:48]([CH2:51][C:52]2[C:53]([CH3:58])=[N:54][CH:55]=[CH:56][CH:57]=2)[C:47]1=[O:59])[CH:41]([CH3:40])[CH2:60][CH3:61])[CH2:33][C:34]1[CH:35]=[CH:36][CH:37]=[CH:38][CH:39]=1)[CH2:4][C@@H:5]([NH:19][C:20]([C@@H:22]([NH:27][C:28](=[O:31])[O:29][CH3:30])[C:23]([CH3:26])([CH3:25])[CH3:24])=[O:21])[CH2:6][C:7]1[CH:12]=[CH:11][C:10]([C:13]2[CH:18]=[CH:17][CH:16]=[CH:15][N:14]=2)=[CH:9][CH:8]=1. The yield is 0.690. (6) The reactants are [CH3:1][O:2][C:3]1[CH:4]=[C:5]([C:11]2([C:16]#[N:17])[CH2:15][CH2:14][CH2:13][CH2:12]2)[CH:6]=[CH:7][C:8]=1[O:9][CH3:10].[H-].[Al+3].[Li+].[H-].[H-].[H-]. The catalyst is CCOCC. The product is [CH3:1][O:2][C:3]1[CH:4]=[C:5]([C:11]2([CH2:16][NH2:17])[CH2:12][CH2:13][CH2:14][CH2:15]2)[CH:6]=[CH:7][C:8]=1[O:9][CH3:10]. The yield is 0.879.